From a dataset of Catalyst prediction with 721,799 reactions and 888 catalyst types from USPTO. Predict which catalyst facilitates the given reaction. Reactant: CN(C=O)C.[CH2:6]([C:9]1[C:17]2[O:16][N:15]=[C:14]([C:18]([F:21])([F:20])[F:19])[C:13]=2[CH:12]=[CH:11][C:10]=1[O:22][CH2:23][CH2:24][CH2:25][N:26]1[CH2:30][CH2:29][NH:28][C:27]1=[O:31])[CH2:7][CH3:8].[H-].[Na+].Br[CH:35]([CH3:40])[C:36]([O:38][CH3:39])=[O:37]. Product: [O:31]=[C:27]1[N:26]([CH2:25][CH2:24][CH2:23][O:22][C:10]2[CH:11]=[CH:12][C:13]3[C:14]([C:18]([F:21])([F:19])[F:20])=[N:15][O:16][C:17]=3[C:9]=2[CH2:6][CH2:7][CH3:8])[CH2:30][CH2:29][N:28]1[CH:35]([CH3:40])[C:36]([O:38][CH3:39])=[O:37]. The catalyst class is: 13.